Dataset: Experimentally validated miRNA-target interactions with 360,000+ pairs, plus equal number of negative samples. Task: Binary Classification. Given a miRNA mature sequence and a target amino acid sequence, predict their likelihood of interaction. (1) The miRNA is hsa-miR-192-5p with sequence CUGACCUAUGAAUUGACAGCC. The protein sequence of the target gene is MSVNYAAGLSPYADKGKCGLPEIFDPPEELERKVWELARLMWQSSSVVFHTGAGISTASGIPDFRGPHGVWTMEERGLAPKFDTTFENARPSKTHMALVQLERMGFLSFLVSQNVDGLHVRSGFPRDKLAELHGNMFVEECPKCKTQYVRDTVVGTMGLKATGRLCTVAKTRGLRACRGELRDTILDWEDSLPDRDLMLADEASRTADLSVTLGTSLQIRPSGNLPLATKRRGGRLVIVNLQPTKHDRQADLRIHGYVDEVMCRLMKHLGLEIPAWDGPCVLDKALPPLPRPVALKAEPP.... Result: 0 (no interaction). (2) The miRNA is mmu-miR-130a-3p with sequence CAGUGCAAUGUUAAAAGGGCAU. The protein sequence of the target gene is MATSWGTVFFMLVVSCVCSAVSHRNQQTWFEGIFLSSMCPINVSASTLYGIMFDAGSTGTRIHVYTFVQKMPGQLPILEGEVFDSVKPGLSAFVDQPKQGAETVQGLLEVAKDSIPRSHWKKTPVVLKATAGLRLLPEHKAKALLFEVKEIFRKSPFLVPKGSVSIMDGSDEGILAWVTVNFLTGQLHGHRQETVGTLDLGGASTQITFLPQFEKTLEQTPRGYLTSFEMFNSTYKLYTHSYLGFGLKAARLATLGALETEGTDGHTFRSACLPRWLEAEWIFGGVKYQYGGNQEGEVGF.... Result: 0 (no interaction). (3) The miRNA is hsa-miR-4654 with sequence UGUGGGAUCUGGAGGCAUCUGG. The protein sequence of the target gene is MLLLLLSIIVLHVAVLVLLFVSTIVSQWIVGNGHATDLWQNCSTSSSGNVHHCFSSSPNEWLQSVQATMILSIIFSILSLFLFFCQLFTLTKGGRFYITGIFQILAGLCVMSAAAIYTVRHPEWHLNSDYSYGFAYILAWVAFPLALLSGVIYVILRKRE. Result: 1 (interaction). (4) The protein sequence of the target gene is MSGLGDSSSDPANPDSHKRKGSPCDTLASSTEKRRREQENKYLEELAELLSANISDIDSLSVKPDKCKILKKTVDQIQLMKRMEQEKSTTDDDVQKSDISSSSQGVIEKESLGPLLLEALDGFFFVVNCEGRIVFVSENVTSYLGYNQEELMNTSVYSILHVGDHAEFVKNLLPKSLVNGVPWPQEATRRNSHTFNCRMLIHPPEDPGTENQEACQRYEVMQCFTVSQPKSIQEDGEDFQSCLICIARRLPRPPAITGVESFMTKQDTTGKIISIDTSSLRAAGRTGWEDLVRKCIYAFF.... The miRNA is mmu-miR-151-3p with sequence CUAGACUGAGGCUCCUUGAGG. Result: 0 (no interaction). (5) The miRNA is hsa-miR-4781-3p with sequence AAUGUUGGAAUCCUCGCUAGAG. The protein sequence of the target gene is MKRRAGLGGSMRSVVGFLSQRGLHGDPLLTQDFQRRRLRGCRNLYKKDLLGHFGCVNAIEFSNNGGQWLVSGGDDRRVLLWHMEQAIHSRVKPIQLKGEHHSNIFCLAFNSGNTKVFSGGNDEQVILHDVESSETLDVFAHEDAVYGLSVSPVNDNIFASSSDDGRVLIWDIRESPHGEPFCLANYPSAFHSVMFNPVEPRLLATANSKEGVGLWDIRKPQSSLLRYGGNLSLQSAMSVRFNSNGTQLLALRRRLPPVLYDIHSRLPVFQFDNQGYFNSCTMKSCCFAGDRDQYILSGSD.... Result: 1 (interaction).